This data is from Full USPTO retrosynthesis dataset with 1.9M reactions from patents (1976-2016). The task is: Predict the reactants needed to synthesize the given product. (1) Given the product [Br:23][C:13]1[CH:12]=[C:11]([CH:15]=[O:16])[C:10]([OH:17])=[C:9]([C:4]2[CH:5]=[CH:6][C:7]([Cl:8])=[C:2]([Cl:1])[CH:3]=2)[CH:14]=1, predict the reactants needed to synthesize it. The reactants are: [Cl:1][C:2]1[CH:3]=[C:4]([C:9]2[CH:14]=[CH:13][CH:12]=[C:11]([CH:15]=[O:16])[C:10]=2[OH:17])[CH:5]=[CH:6][C:7]=1[Cl:8].C([O-])(=O)C.[Na+].[Br:23]Br. (2) Given the product [F:21][C:22]1[CH:23]=[C:24]([CH:27]=[CH:28][C:29]=1[F:30])[CH2:25][N:14]1[C:13](=[O:16])[C:12]([C:17]([O:19][CH3:20])=[O:18])=[CH:11][C:10]([C:4]2[CH:5]=[CH:6][C:7]([O:8][CH3:9])=[C:2]([F:1])[CH:3]=2)=[N:15]1, predict the reactants needed to synthesize it. The reactants are: [F:1][C:2]1[CH:3]=[C:4]([C:10]2[CH:11]=[C:12]([C:17]([O:19][CH3:20])=[O:18])[C:13](=[O:16])[NH:14][N:15]=2)[CH:5]=[CH:6][C:7]=1[O:8][CH3:9].[F:21][C:22]1[CH:23]=[C:24]([CH:27]=[CH:28][C:29]=1[F:30])[CH2:25]Br. (3) Given the product [CH:10]1([N:14]2[CH2:20][CH2:19][C:18]3[CH:21]=[CH:22][C:23]([NH:25][C:8]([NH:7][C:1]4[CH:6]=[CH:5][CH:4]=[CH:3][CH:2]=4)=[O:9])=[CH:24][C:17]=3[CH2:16][CH2:15]2)[CH2:13][CH2:12][CH2:11]1, predict the reactants needed to synthesize it. The reactants are: [C:1]1([N:7]=[C:8]=[O:9])[CH:6]=[CH:5][CH:4]=[CH:3][CH:2]=1.[CH:10]1([N:14]2[CH2:20][CH2:19][C:18]3[CH:21]=[CH:22][C:23]([NH2:25])=[CH:24][C:17]=3[CH2:16][CH2:15]2)[CH2:13][CH2:12][CH2:11]1. (4) Given the product [Br:1][C:2]1[N:3]=[C:4]([CH:34]=[O:35])[N:5]([C:7]([C:14]2[CH:15]=[CH:16][CH:17]=[CH:18][CH:19]=2)([C:8]2[CH:9]=[CH:10][CH:11]=[CH:12][CH:13]=2)[C:20]2[CH:25]=[CH:24][CH:23]=[CH:22][CH:21]=2)[CH:6]=1, predict the reactants needed to synthesize it. The reactants are: [Br:1][C:2]1[N:3]=[CH:4][N:5]([C:7]([C:20]2[CH:25]=[CH:24][CH:23]=[CH:22][CH:21]=2)([C:14]2[CH:19]=[CH:18][CH:17]=[CH:16][CH:15]=2)[C:8]2[CH:13]=[CH:12][CH:11]=[CH:10][CH:9]=2)[CH:6]=1.[Li]CCCC.CN([CH:34]=[O:35])C. (5) Given the product [N+:20]([C:15]1[CH:16]=[CH:17][CH:18]=[CH:19][C:14]=1[S:11]([N:10]1[CH2:8][CH2:9]1)(=[O:13])=[O:12])([O-:22])=[O:21], predict the reactants needed to synthesize it. The reactants are: [OH-].[K+].CS(O[CH2:8][CH2:9][NH:10][S:11]([C:14]1[CH:19]=[CH:18][CH:17]=[CH:16][C:15]=1[N+:20]([O-:22])=[O:21])(=[O:13])=[O:12])(=O)=O.C(Cl)Cl.C(OCC)(=O)C.